This data is from Catalyst prediction with 721,799 reactions and 888 catalyst types from USPTO. The task is: Predict which catalyst facilitates the given reaction. (1) Product: [OH:11][C@H:9]1[CH2:10][N:6]([C:4](=[O:5])[C@@H:3]([NH:2][C:34](=[O:35])[CH2:33][O:32][CH3:31])[CH:28]([CH3:30])[CH3:29])[C@H:7]([C:12]([NH:14][CH2:15][C:16]2[CH:21]=[CH:20][C:19]([C:22]3[S:26][CH:25]=[N:24][C:23]=3[CH3:27])=[CH:18][CH:17]=2)=[O:13])[CH2:8]1. The catalyst class is: 3. Reactant: Cl.[NH2:2][C@@H:3]([CH:28]([CH3:30])[CH3:29])[C:4]([N:6]1[CH2:10][C@H:9]([OH:11])[CH2:8][C@H:7]1[C:12]([NH:14][CH2:15][C:16]1[CH:21]=[CH:20][C:19]([C:22]2[S:26][CH:25]=[N:24][C:23]=2[CH3:27])=[CH:18][CH:17]=1)=[O:13])=[O:5].[CH3:31][O:32][CH2:33][C:34](O)=[O:35].CCN(C(C)C)C(C)C.CN(C(ON1N=NC2C=CC=NC1=2)=[N+](C)C)C.F[P-](F)(F)(F)(F)F. (2) Reactant: [CH:1]1([CH2:7][O:8][C:9]2[CH:14]=[CH:13][CH:12]=[CH:11][C:10]=2[CH:15]2[O:19][N:18]=[C:17]([C:20]3[N:21]=[C:22]([CH:25]4[CH2:30][CH2:29][N:28](C(OC(C)(C)C)=O)[CH2:27][CH2:26]4)[S:23][CH:24]=3)[CH2:16]2)[CH2:6][CH2:5][CH2:4][CH2:3][CH2:2]1.[ClH:38]. Product: [Cl-:38].[CH:1]1([CH2:7][O:8][C:9]2[CH:14]=[CH:13][CH:12]=[CH:11][C:10]=2[CH:15]2[O:19][N:18]=[C:17]([C:20]3[N:21]=[C:22]([CH:25]4[CH2:26][CH2:27][NH2+:28][CH2:29][CH2:30]4)[S:23][CH:24]=3)[CH2:16]2)[CH2:2][CH2:3][CH2:4][CH2:5][CH2:6]1. The catalyst class is: 269. (3) Reactant: [OH:1][C:2]1[CH:19]=[CH:18][C:17]2[C@@H:16]3[C@H:7]([C@H:8]4[C@@:12]([CH2:14][C@@H:15]3[CH2:20][CH2:21][CH2:22][CH2:23][CH2:24][CH2:25][CH2:26][CH2:27][CH2:28][CH:29]([CH2:35][CH2:36][C:37]([F:49])([F:48])[C:38]([F:47])([F:46])[C:39]([F:45])([F:44])[C:40]([F:43])([F:42])[F:41])[C:30]([O:32]CC)=[O:31])([CH3:13])[C@@H:11]([OH:50])[CH2:10][CH2:9]4)[CH2:6][CH2:5][C:4]=2[CH:3]=1.[OH-].[Na+].Cl. Product: [OH:1][C:2]1[CH:19]=[CH:18][C:17]2[C@@H:16]3[C@H:7]([C@H:8]4[C@@:12]([CH2:14][C@@H:15]3[CH2:20][CH2:21][CH2:22][CH2:23][CH2:24][CH2:25][CH2:26][CH2:27][CH2:28][CH:29]([CH2:35][CH2:36][C:37]([F:48])([F:49])[C:38]([F:46])([F:47])[C:39]([F:44])([F:45])[C:40]([F:41])([F:42])[F:43])[C:30]([OH:32])=[O:31])([CH3:13])[C@@H:11]([OH:50])[CH2:10][CH2:9]4)[CH2:6][CH2:5][C:4]=2[CH:3]=1. The catalyst class is: 40.